This data is from Full USPTO retrosynthesis dataset with 1.9M reactions from patents (1976-2016). The task is: Predict the reactants needed to synthesize the given product. (1) The reactants are: [NH2:1][C:2]1[N:7]=[C:6]([OH:8])[CH:5]=[CH:4][N:3]=1.[H-].[Na+].Br[CH2:12][C:13](=O)[CH2:14][CH2:15][CH3:16].[OH-].[Na+].Cl. Given the product [CH2:14]([C:13]1[N:1]=[C:2]2[NH:3][CH:4]=[CH:5][C:6](=[O:8])[N:7]2[CH:12]=1)[CH2:15][CH3:16], predict the reactants needed to synthesize it. (2) Given the product [C:33]([O:32][C:30]([N:26]1[CH2:27][CH2:28][CH2:29][CH:24]([C:22]2[S:47][C:6]([C:7]3[CH:12]=[CH:11][C:10]([O:13][C:14]4[CH:19]=[CH:18][CH:17]=[CH:16][CH:15]=4)=[CH:9][CH:8]=3)=[C:5]([C:4]([O:3][CH2:1][CH3:2])=[O:37])[N:21]=2)[CH2:25]1)=[O:31])([CH3:36])([CH3:35])[CH3:34], predict the reactants needed to synthesize it. The reactants are: [CH2:1]([O:3][C:4](=[O:37])[CH:5]([NH:21][C:22]([CH:24]1[CH2:29][CH2:28][CH2:27][N:26]([C:30]([O:32][C:33]([CH3:36])([CH3:35])[CH3:34])=[O:31])[CH2:25]1)=O)[C:6](=O)[C:7]1[CH:12]=[CH:11][C:10]([O:13][C:14]2[CH:19]=[CH:18][CH:17]=[CH:16][CH:15]=2)=[CH:9][CH:8]=1)[CH3:2].COC1C=CC(P2(SP(C3C=CC(OC)=CC=3)(=S)S2)=[S:47])=CC=1.